From a dataset of Reaction yield outcomes from USPTO patents with 853,638 reactions. Predict the reaction yield, written as a fraction of the theoretical maximum amount of product (1.0 means a 100% yield; for example, 0.34 means a 34% yield). (1) The catalyst is CN(C=O)C. The product is [OH:26][B:16]1[C:20]2[CH:21]=[CH:22][C:23]([O:25][C:2]3[CH:9]=[CH:8][C:5]([C:6]#[N:7])=[C:4]([O:10][CH2:11][C:12]([F:15])([F:14])[F:13])[N:3]=3)=[CH:24][C:19]=2[CH2:18][O:17]1. The reactants are Cl[C:2]1[CH:9]=[CH:8][C:5]([C:6]#[N:7])=[C:4]([O:10][CH2:11][C:12]([F:15])([F:14])[F:13])[N:3]=1.[B:16]1([OH:26])[C:20]2[CH:21]=[CH:22][C:23]([OH:25])=[CH:24][C:19]=2[CH2:18][O:17]1.C([O-])([O-])=O.[Cs+].[Cs+].Cl. The yield is 0.410. (2) The reactants are N[CH:2]1[CH2:6][N:5](C(CC)C(N)=[O:9])[C:4](=[O:13])[CH2:3]1.CO[C:16]1([O:21][CH3:22])[CH2:20][CH2:19][CH2:18]O1.N1C=CC=CC=1. The catalyst is CC(O)=O. The product is [NH:5]1[CH2:6][CH2:2][CH2:3][C:4]1=[O:13].[O:21]1[CH:22]=[CH:18][C:19]([OH:9])=[CH:20][CH2:16]1. The yield is 0.301. (3) The reactants are [Sn](Cl)(Cl)(Cl)Cl.[CH2:6]([O:8][C:9]1[C:10]([F:21])=[C:11]2[C:17]([N+:18]([O-])=O)=[CH:16][NH:15][C:12]2=[N:13][CH:14]=1)[CH3:7].[OH-].[Na+]. The catalyst is Cl. The product is [CH2:6]([O:8][C:9]1[C:10]([F:21])=[C:11]2[C:17]([NH2:18])=[CH:16][NH:15][C:12]2=[N:13][CH:14]=1)[CH3:7]. The yield is 0.860. (4) The reactants are [Cl:1][C:2]1[CH:7]=[C:6]([O:8][C:9]2[C:10]([CH3:19])=[N:11][CH:12]=[C:13]([C:17]=2[CH3:18])[C:14]([OH:16])=[O:15])[CH:5]=[CH:4][N:3]=1.[CH2:20](O)[CH3:21].S(=O)(=O)(O)O.C([O-])(O)=O.[Na+]. The catalyst is C1C=CC=CC=1. The product is [Cl:1][C:2]1[CH:7]=[C:6]([O:8][C:9]2[C:10]([CH3:19])=[N:11][CH:12]=[C:13]([C:17]=2[CH3:18])[C:14]([O:16][CH2:20][CH3:21])=[O:15])[CH:5]=[CH:4][N:3]=1. The yield is 0.670. (5) The reactants are [NH:1]1[CH2:6][CH2:5][CH2:4][CH2:3][CH2:2]1.[Cl:7][CH2:8][CH2:9][CH2:10]O.[OH-].[Na+].S(Cl)(Cl)=O. The catalyst is C1(C)C=CC=CC=1. The product is [ClH:7].[Cl:7][CH2:8][CH2:9][CH2:10][N:1]1[CH2:6][CH2:5][CH2:4][CH2:3][CH2:2]1. The yield is 0.590. (6) The reactants are [CH:1]1([N:6]2[C:10]3[N:11]=[C:12]([S:15][CH3:16])[N:13]=[CH:14][C:9]=3[CH:8]=[C:7]2[CH:17]=[O:18])[CH2:5][CH2:4][CH2:3][CH2:2]1.[Cl:19]N1C(=O)CCC1=O.O.C(=O)(O)[O-]. The catalyst is CN(C=O)C. The product is [Cl:19][C:8]1[C:9]2[CH:14]=[N:13][C:12]([S:15][CH3:16])=[N:11][C:10]=2[N:6]([CH:1]2[CH2:2][CH2:3][CH2:4][CH2:5]2)[C:7]=1[CH:17]=[O:18]. The yield is 0.390. (7) The reactants are [CH3:1][CH:2]([CH2:4][C:5](=O)[CH2:6][CH2:7][CH3:8])[CH3:3].C([O-])(=O)C.[NH4+].C([BH3-])#[N:16].[Na+]. The catalyst is CO. The product is [CH3:1][CH:2]([CH2:4][CH:5]([NH2:16])[CH2:6][CH2:7][CH3:8])[CH3:3]. The yield is 0.770. (8) The reactants are [CH2:1]([O:8][C:9]1[CH:14]=[CH:13][C:12]([CH2:15][CH2:16][C:17]([OH:19])=O)=[CH:11][CH:10]=1)[C:2]1[CH:7]=[CH:6][CH:5]=[CH:4][CH:3]=1.C1(P(C2C=CC=CC=2)C2C=CC=CC=2)C=CC=CC=1.[CH:39]1[CH:44]=[C:43]([S:45][S:45][C:43]2[N:42]=[CH:41][CH:40]=[CH:39][CH:44]=2)[N:42]=[CH:41][CH:40]=1. The catalyst is C(Cl)Cl. The product is [N:42]1[CH:41]=[CH:40][CH:39]=[CH:44][C:43]=1[S:45][C:17](=[O:19])[CH2:16][CH2:15][C:12]1[CH:11]=[CH:10][C:9]([O:8][CH2:1][C:2]2[CH:3]=[CH:4][CH:5]=[CH:6][CH:7]=2)=[CH:14][CH:13]=1. The yield is 0.970. (9) The reactants are C(=O)([O-])[O-].[K+].[K+].[NH:7]1[CH:11]=[CH:10][CH:9]=[N:8]1.CN1CCN(C)C1=O.[CH:20]([C:24]1[C:25]([N:40]([CH2:43][CH3:44])[CH2:41][CH3:42])=[N:26][C:27](S(C)(=O)=O)=[N:28][C:29]=1[NH:30][CH2:31][C:32]([F:35])([F:34])[F:33])([CH2:22][CH3:23])[CH3:21]. The catalyst is O. The product is [CH:20]([C:24]1[C:25]([N:40]([CH2:43][CH3:44])[CH2:41][CH3:42])=[N:26][C:27]([N:7]2[CH:11]=[CH:10][CH:9]=[N:8]2)=[N:28][C:29]=1[NH:30][CH2:31][C:32]([F:34])([F:33])[F:35])([CH2:22][CH3:23])[CH3:21]. The yield is 0.380.